This data is from Forward reaction prediction with 1.9M reactions from USPTO patents (1976-2016). The task is: Predict the product of the given reaction. (1) The product is: [CH3:31][O:29][CH:6]([N:7]1[C:11]2[CH:12]=[CH:13][CH:14]=[CH:15][C:10]=2[N:9]([CH2:16][C:17]2[C:26]3[C:21](=[CH:22][CH:23]=[CH:24][CH:25]=3)[CH:20]=[CH:19][CH:18]=2)[C:8]1=[O:27])[CH2:5][C:4]([OH:28])=[O:36]. Given the reactants C(O[C:4](=[O:28])/[CH:5]=[CH:6]/[N:7]1[C:11]2[CH:12]=[CH:13][CH:14]=[CH:15][C:10]=2[N:9]([CH2:16][C:17]2[C:26]3[C:21](=[CH:22][CH:23]=[CH:24][CH:25]=3)[CH:20]=[CH:19][CH:18]=2)[C:8]1=[O:27])C.[O:29]([CH3:31])[Na].CN(C=[O:36])C, predict the reaction product. (2) Given the reactants [C:1]1([CH2:7][CH2:8][CH:9]=[O:10])[CH:6]=[CH:5][CH:4]=[CH:3][CH:2]=1.[N+:11](/[CH:14]=[CH:15]/[C:16]1[CH:21]=[CH:20][CH:19]=[CH:18][CH:17]=1)([O-:13])=[O:12].CCOCC.[Na+].[Cl-], predict the reaction product. The product is: [N+:11]([CH2:14][C@@H:15]([C:16]1[CH:21]=[CH:20][CH:19]=[CH:18][CH:17]=1)[C:9](=[O:10])[CH2:8][CH2:7][C:1]1[CH:6]=[CH:5][CH:4]=[CH:3][CH:2]=1)([O-:13])=[O:12]. (3) Given the reactants Cl[C:2]1[CH:7]=[CH:6][N:5]2[N:8]=[CH:9][C:10]([C:11]([NH:13][CH:14]([CH3:16])[CH3:15])=[O:12])=[C:4]2[N:3]=1.[C:17]1([S:23]([NH2:26])(=[O:25])=[O:24])[CH:22]=[CH:21][CH:20]=[CH:19][CH:18]=1.C(=O)([O-])[O-].[Cs+].[Cs+], predict the reaction product. The product is: [CH:14]([NH:13][C:11]([C:10]1[CH:9]=[N:8][N:5]2[CH:6]=[CH:7][C:2]([NH:26][S:23]([C:17]3[CH:22]=[CH:21][CH:20]=[CH:19][CH:18]=3)(=[O:25])=[O:24])=[N:3][C:4]=12)=[O:12])([CH3:16])[CH3:15]. (4) Given the reactants C([N:8]([C@@H](C1C=CC=CC=1)C)[C@@H:9]1[CH2:14][CH2:13][N:12]([C:15]([O:17][C:18]([CH3:21])([CH3:20])[CH3:19])=[O:16])[CH2:11][C@:10]1([CH3:26])[C:22]([O:24][CH3:25])=[O:23])C1C=CC=CC=1.[CH2:35]([O:42][C:43]1[CH:48]=[CH:47][C:46]([S:49](Cl)(=[O:51])=[O:50])=[CH:45][CH:44]=1)[C:36]1[CH:41]=[CH:40][CH:39]=[CH:38][CH:37]=1.C(Cl)Cl.C(=O)(O)[O-].[Na+], predict the reaction product. The product is: [CH2:35]([O:42][C:43]1[CH:48]=[CH:47][C:46]([S:49]([NH:8][C@@H:9]2[CH2:14][CH2:13][N:12]([C:15]([O:17][C:18]([CH3:19])([CH3:20])[CH3:21])=[O:16])[CH2:11][C@:10]2([CH3:26])[C:22]([O:24][CH3:25])=[O:23])(=[O:51])=[O:50])=[CH:45][CH:44]=1)[C:36]1[CH:37]=[CH:38][CH:39]=[CH:40][CH:41]=1. (5) Given the reactants [C:1]([O:4][C@H:5]1[C@H:9]([O:10][C:11](=[O:13])[CH3:12])[C@@H:8]([CH2:14][O:15][Si](C(C)C)(C(C)C)C(C)C)[O:7][C@H:6]1[N:26]1[CH:34]=[N:33][C:32]2[C:27]1=[N:28][CH:29]=[N:30][C:31]=2[NH:35][C@@H:36]1[C:44]2[C:39](=[CH:40][CH:41]=[CH:42][CH:43]=2)[CH2:38][CH2:37]1)(=[O:3])[CH3:2].F, predict the reaction product. The product is: [C:1]([O:4][C@H:5]1[C@H:9]([O:10][C:11](=[O:13])[CH3:12])[C@@H:8]([CH2:14][OH:15])[O:7][C@H:6]1[N:26]1[CH:34]=[N:33][C:32]2[C:27]1=[N:28][CH:29]=[N:30][C:31]=2[NH:35][C@@H:36]1[C:44]2[C:39](=[CH:40][CH:41]=[CH:42][CH:43]=2)[CH2:38][CH2:37]1)(=[O:3])[CH3:2].